This data is from Reaction yield outcomes from USPTO patents with 853,638 reactions. The task is: Predict the reaction yield, written as a fraction of the theoretical maximum amount of product (1.0 means a 100% yield; for example, 0.34 means a 34% yield). (1) The yield is 0.530. The product is [S:9]1[CH:13]=[CH:12][C:11]2[CH:14]=[C:15]([CH:18]3[C:27]4[C:22](=[CH:23][C:24]([O:28][CH3:29])=[CH:25][CH:26]=4)[CH2:21][N:20]([CH3:30])[CH2:19]3)[CH:16]=[CH:17][C:10]1=2. The catalyst is C(Cl)Cl. The reactants are C(O)(=O)/C=C/C(O)=O.[S:9]1[CH:13]=[CH:12][C:11]2[CH:14]=[C:15]([CH:18]3[C:27]4[C:22](=[CH:23][C:24]([O:28][CH3:29])=[CH:25][CH:26]=4)[CH2:21][N:20]([CH3:30])[CH2:19]3)[CH:16]=[CH:17][C:10]1=2.S(O)(C)(=O)=O.[OH-].[Na+]. (2) The reactants are Cl.[Cl:2][C:3]1[N:8]=[C:7]2[NH:9][C:10]([C:12]([OH:14])=[O:13])=[CH:11][C:6]2=[CH:5][CH:4]=1.[CH2:15](O)[CH3:16]. No catalyst specified. The product is [Cl:2][C:3]1[N:8]=[C:7]2[NH:9][C:10]([C:12]([O:14][CH2:15][CH3:16])=[O:13])=[CH:11][C:6]2=[CH:5][CH:4]=1. The yield is 0.250.